Dataset: Full USPTO retrosynthesis dataset with 1.9M reactions from patents (1976-2016). Task: Predict the reactants needed to synthesize the given product. (1) Given the product [CH3:1][O:2][C:3](=[O:23])[CH:4]([N:8]([S:9]([C:12]1[CH:13]=[CH:14][C:15]([O:18][CH2:19][C:20]#[C:21][CH3:22])=[CH:16][CH:17]=1)(=[O:11])=[O:10])[CH2:26][CH2:27][N:28]1[CH2:33][CH2:32][O:31][CH2:30][CH2:29]1)[CH:5]([CH3:7])[CH3:6], predict the reactants needed to synthesize it. The reactants are: [CH3:1][O:2][C:3](=[O:23])[CH:4]([NH:8][S:9]([C:12]1[CH:17]=[CH:16][C:15]([O:18][CH2:19][C:20]#[C:21][CH3:22])=[CH:14][CH:13]=1)(=[O:11])=[O:10])[CH:5]([CH3:7])[CH3:6].Cl.Cl[CH2:26][CH2:27][N:28]1[CH2:33][CH2:32][O:31][CH2:30][CH2:29]1. (2) Given the product [CH2:1]([O:3][C:4]([C:5]1[CH:6]=[C:7]([C:9]2[CH:14]=[CH:13][CH:12]=[C:11]([Cl:15])[CH:10]=2)[O:8][N:19]=1)=[O:17])[CH3:2], predict the reactants needed to synthesize it. The reactants are: [CH2:1]([O:3][C:4](=[O:17])[C:5](=O)[CH2:6][C:7]([C:9]1[CH:14]=[CH:13][CH:12]=[C:11]([Cl:15])[CH:10]=1)=[O:8])[CH3:2].Cl.[NH2:19]O. (3) Given the product [CH3:37][C:38]1[CH:39]=[CH:40][C:41]([S:44]([NH:47][C:34]([C:31]2([C:28]3[CH:29]=[CH:30][C:25]([C:22]4[CH:23]=[CH:24][C:19]([C:5]5[O:4][N:3]=[C:2]([CH3:1])[C:6]=5[NH:7][C:8]([NH:47][S:44]([C:41]5[CH:42]=[CH:43][C:38]([CH3:37])=[CH:39][CH:40]=5)(=[O:45])=[O:46])=[O:9])=[CH:20][CH:21]=4)=[CH:26][CH:27]=3)[CH2:32][CH2:33]2)=[O:35])(=[O:46])=[O:45])=[CH:42][CH:43]=1, predict the reactants needed to synthesize it. The reactants are: [CH3:1][C:2]1[C:6]([NH:7][C:8](O[C@H](C2C=CC=CC=2)C)=[O:9])=[C:5]([C:19]2[CH:24]=[CH:23][C:22]([C:25]3[CH:30]=[CH:29][C:28]([C:31]4([C:34](O)=[O:35])[CH2:33][CH2:32]4)=[CH:27][CH:26]=3)=[CH:21][CH:20]=2)[O:4][N:3]=1.[CH3:37][C:38]1[CH:39]=[CH:40][C:41]([S:44]([NH2:47])(=[O:46])=[O:45])=[CH:42][CH:43]=1. (4) Given the product [OH:39][CH:44]([C:23]1[CH:27]=[CH:26][O:25][CH:24]=1)[C:43]([O:42][CH2:41][CH3:40])=[O:1], predict the reactants needed to synthesize it. The reactants are: [OH2:1].[OH-].[Li+].Cl.FC(F)(F)C1C=C(C=C(C(F)(F)F)C=1)CN.CN1[CH2:27][CH2:26][O:25][CH2:24][CH2:23]1.CCN=C=NCCCN(C)C.[O:39]1[CH2:44][CH2:43][O:42][CH2:41][CH2:40]1.O. (5) The reactants are: Cl.[Cl:2][C:3]1[CH:4]=[C:5]([CH:27]=[CH:28][C:29]=1[Cl:30])[CH2:6][N:7]1[CH2:12][CH2:11][N:10]([C:13]([CH:15]([NH:19]C(OC(C)(C)C)=O)[CH:16]([CH3:18])[CH3:17])=[O:14])[CH2:9][CH2:8]1. Given the product [Cl:2][C:3]1[CH:4]=[C:5]([CH:27]=[CH:28][C:29]=1[Cl:30])[CH2:6][N:7]1[CH2:12][CH2:11][N:10]([C:13]([CH:15]([NH2:19])[CH:16]([CH3:18])[CH3:17])=[O:14])[CH2:9][CH2:8]1, predict the reactants needed to synthesize it. (6) Given the product [C:24]([O-:30])(=[O:32])[CH3:25].[NH4+:4].[Cl:1][C:2]1[C:3]2[N:4]([C:24]([CH2:25][C:26]([F:29])([F:28])[F:27])=[N:23][N:22]=2)[N:5]=[CH:6][C:7]=1[N:8]1[CH2:13][CH2:12][CH:11]([C:14]2[CH:19]=[CH:18][C:17]([F:20])=[CH:16][C:15]=2[F:21])[CH2:10][CH2:9]1, predict the reactants needed to synthesize it. The reactants are: [Cl:1][C:2]1[C:7]([N:8]2[CH2:13][CH2:12][CH:11]([C:14]3[CH:19]=[CH:18][C:17]([F:20])=[CH:16][C:15]=3[F:21])[CH2:10][CH2:9]2)=[CH:6][N:5]=[N:4][C:3]=1[NH:22][NH:23][C:24](=[O:30])[CH2:25][C:26]([F:29])([F:28])[F:27].P(Cl)(Cl)(Cl)=[O:32]. (7) The reactants are: Cl[C:2]1[C:11]2=[N:12][N:13](CC3C=CC(OC)=CC=3)[CH:14]=[C:10]2[C:9]2[CH:8]=[C:7]([O:24][CH3:25])[CH:6]=[CH:5][C:4]=2[N:3]=1.[NH2:26][C:27]1[CH:28]=[C:29]([CH:32]=[CH:33][CH:34]=1)[C:30]#[N:31].Cl. Given the product [CH3:25][O:24][C:7]1[CH:6]=[CH:5][C:4]2[N:3]=[C:2]([NH:26][C:27]3[CH:28]=[C:29]([CH:32]=[CH:33][CH:34]=3)[C:30]#[N:31])[C:11]3=[N:12][NH:13][CH:14]=[C:10]3[C:9]=2[CH:8]=1, predict the reactants needed to synthesize it. (8) Given the product [Cl:23][C:11]1[N:10]=[C:9]([CH3:22])[N:8]([C:5]2[CH:6]=[CH:7][C:2]([CH3:1])=[N:3][CH:4]=2)[C:12]=1[C:13]1[C:14]([F:21])=[CH:15][C:16]([F:20])=[CH:17][C:18]=1[F:19], predict the reactants needed to synthesize it. The reactants are: [CH3:1][C:2]1[CH:7]=[CH:6][C:5]([N:8]2[C:12]([C:13]3[C:18]([F:19])=[CH:17][C:16]([F:20])=[CH:15][C:14]=3[F:21])=[CH:11][N:10]=[C:9]2[CH3:22])=[CH:4][N:3]=1.[Cl:23]N1C(=O)CCC1=O.